This data is from Reaction yield outcomes from USPTO patents with 853,638 reactions. The task is: Predict the reaction yield, written as a fraction of the theoretical maximum amount of product (1.0 means a 100% yield; for example, 0.34 means a 34% yield). (1) The reactants are [CH3:1][NH:2][S:3]([CH2:6][CH2:7][C:8]1[CH:13]=[CH:12][C:11]([NH2:14])=[C:10](Br)[CH:9]=1)(=[O:5])=[O:4].[CH3:16][C:17]1([CH3:32])[CH2:22][CH2:21][C:20](B2OC(C)(C)C(C)(C)O2)=[CH:19][CH2:18]1.C([O-])([O-])=O.[Na+].[Na+]. The catalyst is C1(C)C=CC=CC=1.CCO.CCOC(C)=O.C1C=CC([P]([Pd]([P](C2C=CC=CC=2)(C2C=CC=CC=2)C2C=CC=CC=2)([P](C2C=CC=CC=2)(C2C=CC=CC=2)C2C=CC=CC=2)[P](C2C=CC=CC=2)(C2C=CC=CC=2)C2C=CC=CC=2)(C2C=CC=CC=2)C2C=CC=CC=2)=CC=1. The product is [CH3:1][NH:2][S:3]([CH2:6][CH2:7][C:8]1[CH:13]=[CH:12][C:11]([NH2:14])=[C:10]([C:20]2[CH2:21][CH2:22][C:17]([CH3:32])([CH3:16])[CH2:18][CH:19]=2)[CH:9]=1)(=[O:5])=[O:4]. The yield is 0.330. (2) The yield is 0.290. No catalyst specified. The reactants are I[C:2]1[CH:7]=[CH:6][N:5]=[CH:4][CH:3]=1.[Li][CH2:9][CH2:10][CH2:11][CH3:12].[F:13][C:14]1[CH:19]=[CH:18][C:17]([C:20]2ON=C(C(=O)C)[N:21]=2)=[CH:16][CH:15]=1.C1C[O:31]CC1. The product is [F:13][C:14]1[CH:15]=[CH:16][C:17]([C:20]2[CH:9]=[C:10]([CH:11]([C:2]3[CH:7]=[CH:6][N:5]=[CH:4][CH:3]=3)[CH3:12])[O:31][N:21]=2)=[CH:18][CH:19]=1.